This data is from TCR-epitope binding with 47,182 pairs between 192 epitopes and 23,139 TCRs. The task is: Binary Classification. Given a T-cell receptor sequence (or CDR3 region) and an epitope sequence, predict whether binding occurs between them. (1) The epitope is EIYKRWII. The TCR CDR3 sequence is CASSLLDGTRETQYF. Result: 1 (the TCR binds to the epitope). (2) The TCR CDR3 sequence is CASSESAEGNQPQHF. Result: 0 (the TCR does not bind to the epitope). The epitope is IPSINVHHY. (3) The epitope is RLRAEAQVK. The TCR CDR3 sequence is CASSPLEGGTYEQYF. Result: 0 (the TCR does not bind to the epitope). (4) Result: 1 (the TCR binds to the epitope). The TCR CDR3 sequence is CASSEYIAGYTF. The epitope is FLPRVFSAV. (5) The epitope is ILHCANFNV. The TCR CDR3 sequence is CASSPPGTPNEQYF. Result: 0 (the TCR does not bind to the epitope). (6) The epitope is EEHVQIHTI. The TCR CDR3 sequence is CACKDRGEQYF. Result: 0 (the TCR does not bind to the epitope).